Dataset: Catalyst prediction with 721,799 reactions and 888 catalyst types from USPTO. Task: Predict which catalyst facilitates the given reaction. Reactant: Cl.[Sn](Cl)Cl.[N+:5]([C:8]1[CH:13]=[C:12]([C:14]([F:17])([F:16])[F:15])[CH:11]=[CH:10][C:9]=1[N:18]1[CH2:24][CH2:23][CH2:22][CH2:21][CH2:20][CH2:19]1)([O-])=O.C(=O)([O-])O.[Na+]. Product: [NH2:5][C:8]1[CH:13]=[C:12]([C:14]([F:15])([F:16])[F:17])[CH:11]=[CH:10][C:9]=1[N:18]1[CH2:24][CH2:23][CH2:22][CH2:21][CH2:20][CH2:19]1. The catalyst class is: 5.